From a dataset of Forward reaction prediction with 1.9M reactions from USPTO patents (1976-2016). Predict the product of the given reaction. (1) Given the reactants Cl[C:2]1[C:11]2[C:6](=[N:7][CH:8]=[CH:9][CH:10]=2)[N:5]=[C:4]([C:12]2[CH:17]=[C:16]([C:18]([F:21])([F:20])[F:19])[CH:15]=[CH:14][C:13]=2[F:22])[CH:3]=1.[NH2:23][C:24]1[CH:29]=[CH:28][N:27]=[CH:26][C:25]=1[CH2:30][OH:31].CC1(C)C2C(=C(P(C3C=CC=CC=3)C3C=CC=CC=3)C=CC=2)OC2C(P(C3C=CC=CC=3)C3C=CC=CC=3)=CC=CC1=2, predict the reaction product. The product is: [F:22][C:13]1[CH:14]=[CH:15][C:16]([C:18]([F:21])([F:20])[F:19])=[CH:17][C:12]=1[C:4]1[CH:3]=[C:2]([NH:23][C:24]2[CH:29]=[CH:28][N:27]=[CH:26][C:25]=2[CH2:30][OH:31])[C:11]2[C:6](=[N:7][CH:8]=[CH:9][CH:10]=2)[N:5]=1. (2) Given the reactants ClC1C2C(=CC=CC=2)[N:5]=[CH:4]C=1[NH-].Cl[C:14]1[C:23]2[C:18](=[CH:19][CH:20]=[CH:21][N:22]=2)[N:17]=[CH:16][C:15]=1[NH-:24].Cl.C(ON)C1C=CC=CC=1, predict the reaction product. The product is: [NH:5]1[C:14]2[C:23]3[N:22]=[CH:21][CH:20]=[CH:19][C:18]=3[N:17]=[CH:16][C:15]=2[N:24]=[CH:4]1. (3) Given the reactants [Cl:1][C:2]1[N:3]=[C:4]([N:19]2[CH2:24][CH2:23][O:22][CH2:21][CH2:20]2)[C:5]2[S:10][C:9]([C:11]3[CH:12]=[C:13]([NH2:17])[CH:14]=[CH:15][CH:16]=3)=[C:8]([CH3:18])[C:6]=2[N:7]=1.[C:25](O)(=[O:29])[C@H:26]([CH3:28])[OH:27], predict the reaction product. The product is: [Cl:1][C:2]1[N:3]=[C:4]([N:19]2[CH2:20][CH2:21][O:22][CH2:23][CH2:24]2)[C:5]2[S:10][C:9]([C:11]3[CH:12]=[C:13]([NH:17][C:25](=[O:29])[C@@H:26]([OH:27])[CH3:28])[CH:14]=[CH:15][CH:16]=3)=[C:8]([CH3:18])[C:6]=2[N:7]=1. (4) Given the reactants [OH:1][C:2]1[CH:3]=[C:4]([CH:7]=[CH:8][C:9]=1[O:10][CH3:11])[CH:5]=[O:6].C([O-])([O-])=O.[K+].[K+].Br[CH2:19][CH2:20][F:21].[Cl-].[Na+], predict the reaction product. The product is: [F:21][CH2:20][CH2:19][O:1][C:2]1[CH:3]=[C:4]([CH:7]=[CH:8][C:9]=1[O:10][CH3:11])[CH:5]=[O:6]. (5) Given the reactants [NH:1]1[CH:5]=[C:4]([C:6]([NH:8][CH2:9][C:10]2[C:11]([CH3:25])=[CH:12][C:13]([NH:17][C:18](=[O:24])[O:19][C:20]([CH3:23])([CH3:22])[CH3:21])=[N:14][C:15]=2[CH3:16])=[O:7])[CH:3]=[N:2]1.CS(O[CH2:31][C:32]1[CH:33]=[C:34]2[C:39](=[CH:40][CH:41]=1)[N:38]=[CH:37][C:36]([Cl:42])=[CH:35]2)(=O)=O.C([O-])([O-])=O.[K+].[K+], predict the reaction product. The product is: [Cl:42][C:36]1[CH:37]=[N:38][C:39]2[C:34]([CH:35]=1)=[CH:33][C:32]([CH2:31][N:1]1[CH:5]=[C:4]([C:6]([NH:8][CH2:9][C:10]3[C:11]([CH3:25])=[CH:12][C:13]([NH:17][C:18](=[O:24])[O:19][C:20]([CH3:21])([CH3:22])[CH3:23])=[N:14][C:15]=3[CH3:16])=[O:7])[CH:3]=[N:2]1)=[CH:41][CH:40]=2.